This data is from Reaction yield outcomes from USPTO patents with 853,638 reactions. The task is: Predict the reaction yield, written as a fraction of the theoretical maximum amount of product (1.0 means a 100% yield; for example, 0.34 means a 34% yield). The reactants are [Br:1][C:2]1[C:3]([CH3:22])=[C:4]([NH:8][CH2:9][C:10]2[CH:19]=[CH:18][C:17]([O:20][CH3:21])=[CH:16][C:11]=2[C:12](OC)=[O:13])[CH:5]=[CH:6][CH:7]=1.CC(C)([O-])C.[Na+].O. The catalyst is C1COCC1. The product is [Br:1][C:2]1[C:3]([CH3:22])=[C:4]([N:8]2[CH2:9][C:10]3[C:11](=[CH:16][C:17]([O:20][CH3:21])=[CH:18][CH:19]=3)[C:12]2=[O:13])[CH:5]=[CH:6][CH:7]=1. The yield is 0.750.